This data is from Forward reaction prediction with 1.9M reactions from USPTO patents (1976-2016). The task is: Predict the product of the given reaction. (1) Given the reactants CCO[CH2:4][CH3:5].[C:6]1(N([C:7]2[CH:8]=[CH:9]C=[CH:11][CH:6]=2)[C:7]2[CH:8]=[CH:9]C=[CH:11][CH:6]=2)[CH:11]=C[CH:9]=[CH:8][CH:7]=1.[C:25]1(C)[CH:30]=CC=[CH:27][CH:26]=1, predict the reaction product. The product is: [CH2:30]([C:5]12[CH2:4][CH:7]([CH2:8][CH2:9]1)[CH:6]=[CH:11]2)[CH2:25][CH2:26][CH3:27]. (2) The product is: [Cl:34][C:35]1[C:43]([Cl:44])=[CH:42][CH:41]=[CH:40][C:36]=1[C:37]([N:17]1[CH2:18][CH2:19][N:14]([C:3]2[CH:4]=[CH:5][CH:6]=[C:7]([N:8]3[CH2:9][CH2:10][O:11][CH2:12][CH2:13]3)[C:2]=2[CH3:46])[C:15](=[O:33])[CH2:16]1)=[O:38]. Given the reactants Cl[C:2]1[C:7]([N:8]2[CH2:13][CH2:12][O:11][CH2:10][CH2:9]2)=[CH:6][CH:5]=[CH:4][C:3]=1[N:14]1[CH2:19][CH2:18][N:17](C(C2C=CC=C(C(F)(F)F)C=2Cl)=O)[CH2:16][C:15]1=[O:33].[Cl:34][C:35]1[C:43]([Cl:44])=[CH:42][CH:41]=[CH:40][C:36]=1[C:37](Cl)=[O:38].Br[C:46]1C(C)=C([N+]([O-])=O)C=CC=1.BrC1C=CC=C([N+]([O-])=O)C=1Cl, predict the reaction product. (3) Given the reactants [Cl:1][C:2]1[CH:3]=[C:4]([CH:33]=[CH:34][C:35]=1[OH:36])[CH2:5][NH:6][C:7]1[N:12]=[C:11]([O:13][CH2:14][C:15]([F:18])([F:17])[F:16])[N:10]=[C:9]([NH:19][C:20]2[CH:32]=[CH:31][C:23]([C:24]([O:26][C:27]([CH3:30])([CH3:29])[CH3:28])=[O:25])=[CH:22][CH:21]=2)[N:8]=1.C(=O)([O-])[O-].[K+].[K+].[Br:43][CH2:44][CH2:45][CH2:46]Br, predict the reaction product. The product is: [Br:43][CH2:44][CH2:45][CH2:46][O:36][C:35]1[CH:34]=[CH:33][C:4]([CH2:5][NH:6][C:7]2[N:12]=[C:11]([O:13][CH2:14][C:15]([F:17])([F:16])[F:18])[N:10]=[C:9]([NH:19][C:20]3[CH:32]=[CH:31][C:23]([C:24]([O:26][C:27]([CH3:29])([CH3:30])[CH3:28])=[O:25])=[CH:22][CH:21]=3)[N:8]=2)=[CH:3][C:2]=1[Cl:1]. (4) Given the reactants [Cl:1][C:2]1[CH:3]=[C:4]([C:12]2[O:16][N:15]=[C:14]([C:17]3[CH:35]=[CH:34][C:20]4[CH2:21][CH2:22][N:23]([CH2:26][CH2:27][CH2:28][C:29]([O:31]CC)=[O:30])[CH2:24][CH2:25][C:19]=4[CH:18]=3)[N:13]=2)[CH:5]=[CH:6][C:7]=1[O:8][CH:9]([CH3:11])[CH3:10].[OH-].[Na+].C(O)(=O)C, predict the reaction product. The product is: [Cl:1][C:2]1[CH:3]=[C:4]([C:12]2[O:16][N:15]=[C:14]([C:17]3[CH:35]=[CH:34][C:20]4[CH2:21][CH2:22][N:23]([CH2:26][CH2:27][CH2:28][C:29]([OH:31])=[O:30])[CH2:24][CH2:25][C:19]=4[CH:18]=3)[N:13]=2)[CH:5]=[CH:6][C:7]=1[O:8][CH:9]([CH3:10])[CH3:11]. (5) Given the reactants [OH:1][C:2]1[C:10]2[C:5](=[CH:6][N:7]=[CH:8][CH:9]=2)[O:4][C:3]=1[C:11]([O:13][CH2:14][CH3:15])=[O:12].CCN(C(C)C)C(C)C.[F:25][C:26]([F:41])([C:37]([F:40])([F:39])[F:38])[C:27]([F:36])([F:35])[C:28]([F:34])([F:33])[S:29](F)(=[O:31])=[O:30], predict the reaction product. The product is: [F:41][C:26]([F:25])([C:37]([F:38])([F:39])[F:40])[C:27]([F:35])([F:36])[C:28]([F:34])([F:33])[S:29]([O:1][C:2]1[C:10]2[C:5](=[CH:6][N:7]=[CH:8][CH:9]=2)[O:4][C:3]=1[C:11]([O:13][CH2:14][CH3:15])=[O:12])(=[O:30])=[O:31]. (6) Given the reactants [F:1][C:2]1[CH:7]=[CH:6][C:5]([C:8]2[C:17]([NH:18][CH:19]3[CH2:24][CH2:23][O:22][CH2:21][CH2:20]3)=[N:16][C:15]3[C:10](=[CH:11][CH:12]=[C:13]([C:25]([O:27][CH2:28]C)=[O:26])[CH:14]=3)[N:9]=2)=[CH:4][CH:3]=1.[H-].[Na+].[CH3:32]I, predict the reaction product. The product is: [F:1][C:2]1[CH:7]=[CH:6][C:5]([C:8]2[C:17]([N:18]([CH3:32])[CH:19]3[CH2:20][CH2:21][O:22][CH2:23][CH2:24]3)=[N:16][C:15]3[C:10](=[CH:11][CH:12]=[C:13]([C:25]([O:27][CH3:28])=[O:26])[CH:14]=3)[N:9]=2)=[CH:4][CH:3]=1.